From a dataset of Full USPTO retrosynthesis dataset with 1.9M reactions from patents (1976-2016). Predict the reactants needed to synthesize the given product. (1) Given the product [Br:1][C:2]1[CH:31]=[C:30]([CH3:32])[C:5]([O:6][C:7]2[C:12]([N+:13]([O-:15])=[O:14])=[C:11](/[CH:16]=[CH:17]/[N:18]([CH3:19])[CH3:20])[N:10]=[C:9]([N:21]([C:22]3[CH:29]=[CH:28][C:25]([C:26]#[N:27])=[CH:24][CH:23]=3)[C:45](=[O:46])[O:44][C:41]([CH3:43])([CH3:42])[CH3:40])[N:8]=2)=[C:4]([CH3:33])[CH:3]=1, predict the reactants needed to synthesize it. The reactants are: [Br:1][C:2]1[CH:31]=[C:30]([CH3:32])[C:5]([O:6][C:7]2[C:12]([N+:13]([O-:15])=[O:14])=[C:11](/[CH:16]=[CH:17]/[N:18]([CH3:20])[CH3:19])[N:10]=[C:9]([NH:21][C:22]3[CH:29]=[CH:28][C:25]([C:26]#[N:27])=[CH:24][CH:23]=3)[N:8]=2)=[C:4]([CH3:33])[CH:3]=1.C(=O)([O-])[O-].[K+].[K+].[CH3:40][C:41]([O:44][C:45](O[C:45]([O:44][C:41]([CH3:43])([CH3:42])[CH3:40])=[O:46])=[O:46])([CH3:43])[CH3:42]. (2) Given the product [C:1]([C:5]1[CH:10]=[CH:9][C:8]([S:11]([N:14]([CH:16]([C:18]2[N:27]([C:28]3[CH:33]=[CH:32][C:31]([OH:34])=[CH:30][CH:29]=3)[C:26](=[O:36])[C:25]3[C:20](=[CH:21][CH:22]=[CH:23][CH:24]=3)[N:19]=2)[CH3:17])[CH3:15])(=[O:12])=[O:13])=[CH:7][CH:6]=1)([CH3:2])([CH3:3])[CH3:4], predict the reactants needed to synthesize it. The reactants are: [C:1]([C:5]1[CH:10]=[CH:9][C:8]([S:11]([N:14]([CH:16]([C:18]2[N:27]([C:28]3[CH:33]=[CH:32][C:31]([O:34]C)=[CH:30][CH:29]=3)[C:26](=[O:36])[C:25]3[C:20](=[CH:21][CH:22]=[CH:23][CH:24]=3)[N:19]=2)[CH3:17])[CH3:15])(=[O:13])=[O:12])=[CH:7][CH:6]=1)([CH3:4])([CH3:3])[CH3:2].B(Br)(Br)Br. (3) Given the product [I:11][C:2]1[CH:7]=[CH:6][N:5]=[C:4]2[NH:8][CH:9]=[N:10][C:3]=12, predict the reactants needed to synthesize it. The reactants are: Cl[C:2]1[CH:7]=[CH:6][N:5]=[C:4]2[NH:8][CH:9]=[N:10][C:3]=12.[IH:11].